This data is from Catalyst prediction with 721,799 reactions and 888 catalyst types from USPTO. The task is: Predict which catalyst facilitates the given reaction. (1) Reactant: [CH2:1]([O:3][C:4]([C:6]1[N:7]([C:23]2[CH:28]=[CH:27][C:26]([CH3:29])=[C:25]([N+:30]([O-:32])=[O:31])[CH:24]=2)[C:8]2[C:13]([CH:14]=1)=[CH:12][C:11]([O:15]CC1C=CC=CC=1)=[CH:10][CH:9]=2)=[O:5])[CH3:2].Cl. Product: [CH2:1]([O:3][C:4]([C:6]1[N:7]([C:23]2[CH:28]=[CH:27][C:26]([CH3:29])=[C:25]([N+:30]([O-:32])=[O:31])[CH:24]=2)[C:8]2[C:13]([CH:14]=1)=[CH:12][C:11]([OH:15])=[CH:10][CH:9]=2)=[O:5])[CH3:2]. The catalyst class is: 350. (2) The catalyst class is: 797. Product: [C:12]([O:11][C:9](=[O:10])[N:23]([CH2:16][C:17]1[CH:22]=[CH:21][CH:20]=[CH:19][CH:18]=1)[CH2:24][CH2:25][OH:26])([CH3:13])([CH3:14])[CH3:15]. Reactant: [C:9](O[C:9]([O:11][C:12]([CH3:15])([CH3:14])[CH3:13])=[O:10])([O:11][C:12]([CH3:15])([CH3:14])[CH3:13])=[O:10].[CH2:16]([NH:23][CH2:24][CH2:25][OH:26])[C:17]1[CH:22]=[CH:21][CH:20]=[CH:19][CH:18]=1. (3) Reactant: [C:1]1([CH:11]=[C:12]2[S:16][C:15](=[O:17])[NH:14][C:13]2=[O:18])[C:10]2[C:5](=[CH:6][CH:7]=[CH:8][CH:9]=2)[CH:4]=[CH:3][CH:2]=1.N1C=CC=CC=1.[BH4-].[Li+].Cl. Product: [C:1]1([CH2:11][CH:12]2[S:16][C:15](=[O:17])[NH:14][C:13]2=[O:18])[C:10]2[C:5](=[CH:6][CH:7]=[CH:8][CH:9]=2)[CH:4]=[CH:3][CH:2]=1. The catalyst class is: 20. (4) The catalyst class is: 2. Reactant: [CH2:1]([NH:5][C:6]1[CH:11]=[CH:10][C:9]([O:12][CH3:13])=[CH:8][CH:7]=1)[CH2:2][CH:3]=[CH2:4].C([O-])([O-])=O.[K+].[K+].[C:20](Cl)(=[O:23])[CH:21]=[CH2:22]. Product: [CH2:1]([N:5]([C:6]1[CH:7]=[CH:8][C:9]([O:12][CH3:13])=[CH:10][CH:11]=1)[C:20](=[O:23])[CH:21]=[CH2:22])[CH2:2][CH:3]=[CH2:4]. (5) Reactant: [OH:1][C:2]1[CH:3]=[C:4]2[C:9](=[CH:10][CH:11]=1)[NH:8][C:7]([C:12]([OH:14])=O)=[CH:6][C:5]2=[O:15].[Cl:16][C:17]1[CH:29]=[CH:28][C:20]([CH2:21][CH:22]2[CH2:27][CH2:26][NH:25][CH2:24][CH2:23]2)=[CH:19][CH:18]=1. Product: [Cl:16][C:17]1[CH:18]=[CH:19][C:20]([CH2:21][CH:22]2[CH2:23][CH2:24][N:25]([C:12]([C:7]3[NH:8][C:9]4[C:4]([C:5](=[O:15])[CH:6]=3)=[CH:3][C:2]([OH:1])=[CH:11][CH:10]=4)=[O:14])[CH2:26][CH2:27]2)=[CH:28][CH:29]=1. The catalyst class is: 27. (6) Reactant: [C:1]([O:5][C:6]([N:8]([C@H:16]1[CH2:24][CH2:23][CH2:22][C@H:21]([OH:25])[C@@H:20]([O:26][CH2:27][CH:28]([CH3:30])[CH3:29])[C@H:19]([CH3:31])[O:18][C:17]1=[O:32])[C:9](=[O:15])[O:10][C:11]([CH3:14])([CH3:13])[CH3:12])=[O:7])([CH3:4])([CH3:3])[CH3:2].N1C=CC=CC=1.[CH:39]1([C:44](Cl)=[O:45])[CH2:43][CH2:42][CH2:41][CH2:40]1. Product: [C:11]([O:10][C:9]([N:8]([C:6]([O:5][C:1]([CH3:2])([CH3:3])[CH3:4])=[O:7])[C@@H:16]1[C:17](=[O:32])[O:18][C@@H:19]([CH3:31])[C@H:20]([O:26][CH2:27][CH:28]([CH3:29])[CH3:30])[C@@H:21]([O:25][C:44]([CH:39]2[CH2:43][CH2:42][CH2:41][CH2:40]2)=[O:45])[CH2:22][CH2:23][CH2:24]1)=[O:15])([CH3:14])([CH3:13])[CH3:12]. The catalyst class is: 2. (7) Reactant: [CH3:1][C:2]1[O:6][C:5]([C:7]2[CH:12]=[CH:11][CH:10]=[CH:9][CH:8]=2)=[N:4][C:3]=1[CH2:13][O:14][C:15]1[CH:20]=[CH:19][C:18]([S:21][C:22]2[S:23][C:24]([CH2:33][CH2:34][C:35]([O:37]C)=[O:36])=[C:25]([C:27]3[CH:32]=[CH:31][CH:30]=[CH:29][CH:28]=3)[N:26]=2)=[CH:17][CH:16]=1.O.[OH-].[Li+].O1CCCC1.Cl. Product: [CH3:1][C:2]1[O:6][C:5]([C:7]2[CH:12]=[CH:11][CH:10]=[CH:9][CH:8]=2)=[N:4][C:3]=1[CH2:13][O:14][C:15]1[CH:16]=[CH:17][C:18]([S:21][C:22]2[S:23][C:24]([CH2:33][CH2:34][C:35]([OH:37])=[O:36])=[C:25]([C:27]3[CH:28]=[CH:29][CH:30]=[CH:31][CH:32]=3)[N:26]=2)=[CH:19][CH:20]=1. The catalyst class is: 24. (8) Reactant: [C:1]([O:5][C:6]([N:8]1[CH2:11][C:10](=[CH:12][C:13]2[S:21][C:20]3[C:19]([N:22]4[CH2:27][CH2:26][O:25][CH2:24][CH2:23]4)=[N:18][C:17](Cl)=[N:16][C:15]=3[CH:14]=2)[CH2:9]1)=[O:7])([CH3:4])([CH3:3])[CH3:2].[CH2:29]([C:31]1[NH:32][C:33]2[CH:39]=[CH:38][CH:37]=[CH:36][C:34]=2[N:35]=1)[CH3:30].CC(C1C=C(C(C)C)C(C2C=CC=CC=2P(C2CCCCC2)C2CCCCC2)=C(C(C)C)C=1)C.C([O-])([O-])=O.[Cs+].[Cs+]. Product: [C:1]([O:5][C:6]([N:8]1[CH2:11][C:10](=[CH:12][C:13]2[S:21][C:20]3[C:19]([N:22]4[CH2:27][CH2:26][O:25][CH2:24][CH2:23]4)=[N:18][C:17]([N:32]4[C:33]5[CH:39]=[CH:38][CH:37]=[CH:36][C:34]=5[N:35]=[C:31]4[CH2:29][CH3:30])=[N:16][C:15]=3[CH:14]=2)[CH2:9]1)=[O:7])([CH3:4])([CH3:3])[CH3:2]. The catalyst class is: 62. (9) Reactant: C[O-].[Na+].[CH3:4][O:5][C:6](=[O:37])[CH2:7][CH:8]([S:33][C:34](=O)C)[CH:9]1[O:13][N:12]=[C:11]([C:14]2[CH:19]=[CH:18][C:17]([O:20][CH2:21][C:22]3[C:31]4[C:26](=[CH:27][CH:28]=[CH:29][CH:30]=4)[N:25]=[C:24]([CH3:32])[CH:23]=3)=[CH:16][CH:15]=2)[CH2:10]1.CI. Product: [CH3:4][O:5][C:6](=[O:37])[CH2:7][CH:8]([CH:9]1[O:13][N:12]=[C:11]([C:14]2[CH:19]=[CH:18][C:17]([O:20][CH2:21][C:22]3[C:31]4[C:26](=[CH:27][CH:28]=[CH:29][CH:30]=4)[N:25]=[C:24]([CH3:32])[CH:23]=3)=[CH:16][CH:15]=2)[CH2:10]1)[S:33][CH3:34]. The catalyst class is: 5. (10) The catalyst class is: 17. Product: [Br:1][C:2]1[CH:3]=[C:4]2[C:9](=[CH:10][CH:11]=1)[N:8]=[C:7]([N:30]1[CH2:31][CH2:32][N:27]([C:22]3[CH:23]=[CH:24][CH:25]=[CH:26][N:21]=3)[CH2:28][CH2:29]1)[C:6]1[C:13](=[O:20])[C:14]3[C:19]([C:5]2=1)=[CH:18][CH:17]=[CH:16][CH:15]=3. Reactant: [Br:1][C:2]1[CH:3]=[C:4]2[C:9](=[CH:10][CH:11]=1)[N:8]=[C:7](Cl)[C:6]1[C:13](=[O:20])[C:14]3[C:19]([C:5]2=1)=[CH:18][CH:17]=[CH:16][CH:15]=3.[N:21]1[CH:26]=[CH:25][CH:24]=[CH:23][C:22]=1[N:27]1[CH2:32][CH2:31][NH:30][CH2:29][CH2:28]1.O.